Dataset: Peptide-MHC class I binding affinity with 185,985 pairs from IEDB/IMGT. Task: Regression. Given a peptide amino acid sequence and an MHC pseudo amino acid sequence, predict their binding affinity value. This is MHC class I binding data. (1) The peptide sequence is RKMPHLFSK. The MHC is HLA-A02:16 with pseudo-sequence HLA-A02:16. The binding affinity (normalized) is 0.0847. (2) The peptide sequence is TLLVDLLWL. The MHC is HLA-A30:02 with pseudo-sequence HLA-A30:02. The binding affinity (normalized) is 0.0465.